The task is: Predict the reactants needed to synthesize the given product.. This data is from Full USPTO retrosynthesis dataset with 1.9M reactions from patents (1976-2016). (1) Given the product [N:1]1([C:6]2[CH:27]=[CH:26][C:9]([CH2:10][C:11]3[C:12]([N:30]([CH2:31][CH3:32])[CH2:28][CH3:29])=[N:13][C:14]4[C:19]([C:20]=3[Cl:21])=[CH:18][C:17]([Br:22])=[CH:16][CH:15]=4)=[CH:8][CH:7]=2)[CH:5]=[CH:4][CH:3]=[N:2]1, predict the reactants needed to synthesize it. The reactants are: [N:1]1([C:6]2[CH:27]=[CH:26][C:9]([CH2:10][C:11]3[C:12](OC)=[N:13][C:14]4[C:19]([C:20]=3[Cl:21])=[CH:18][C:17]([Br:22])=[CH:16][C:15]=4C)=[CH:8][CH:7]=2)[CH:5]=[CH:4][CH:3]=[N:2]1.[CH2:28]([NH:30][CH2:31][CH3:32])[CH3:29]. (2) Given the product [F:38][C:2]([F:1])([C:30]1[CH:35]=[CH:34][C:33]([CH2:36][F:37])=[CH:32][N:31]=1)[CH2:3][N:4]1[CH2:9][CH2:8][CH:7]([NH:10][C:11]2[C:12]3[CH:19]=[CH:18][NH:17][C:13]=3[N:14]=[CH:15][N:16]=2)[CH2:6][CH2:5]1, predict the reactants needed to synthesize it. The reactants are: [F:1][C:2]([F:38])([C:30]1[CH:35]=[CH:34][C:33]([CH2:36][F:37])=[CH:32][N:31]=1)[CH2:3][N:4]1[CH2:9][CH2:8][CH:7]([NH:10][C:11]2[C:12]3[CH:19]=[CH:18][N:17](S(C4C=CC(C)=CC=4)(=O)=O)[C:13]=3[N:14]=[CH:15][N:16]=2)[CH2:6][CH2:5]1.[OH-].[Na+]. (3) Given the product [Br:1][C:2]1[CH:10]=[CH:9][C:5]2[S:13](=[O:15])(=[O:12])[CH2:7][CH2:8][C:4]=2[CH:3]=1, predict the reactants needed to synthesize it. The reactants are: [Br:1][C:2]1[CH:10]=[CH:9][C:5]2S[CH2:7][CH2:8][C:4]=2[CH:3]=1.O[O:12][S:13]([O-:15])=O.[K+]. (4) Given the product [OH:16][C:2]1([C:23]2[CH:22]=[CH:21][C:20]([CH:17]([CH3:18])[CH3:19])=[CH:25][C:24]=2[O:29][CH3:28])[C:10](=[O:11])[C:9]2[C:4](=[CH:5][CH:6]=[CH:7][C:8]=2[N+:12]([O-:14])=[O:13])[C:3]1=[O:15], predict the reactants needed to synthesize it. The reactants are: O[C:2]1([OH:16])[C:10](=[O:11])[C:9]2[C:4](=[CH:5][CH:6]=[CH:7][C:8]=2[N+:12]([O-:14])=[O:13])[C:3]1=[O:15].[CH:17]([C:20]1[CH:25]=[CH:24][CH:23]=[CH:22][C:21]=1OC)([CH3:19])[CH3:18].[C:28](O)(C(F)(F)F)=[O:29]. (5) Given the product [ClH:1].[S:19]1[CH:20]=[CH:21][C:17]([CH2:16][CH2:15][N:12]2[CH:5]=[C:4]([CH2:3][CH2:2][C:6]3[N:7]=[C:8]([NH2:11])[NH:9][CH:10]=3)[N:14]=[N:13]2)=[CH:18]1, predict the reactants needed to synthesize it. The reactants are: [ClH:1].[CH2:2]([C:6]1[N:7]=[C:8]([NH2:11])[NH:9][CH:10]=1)[CH2:3][C:4]#[CH:5].[N:12]([CH2:15][CH2:16][C:17]1[CH:21]=[CH:20][S:19][CH:18]=1)=[N+:13]=[N-:14].